From a dataset of Full USPTO retrosynthesis dataset with 1.9M reactions from patents (1976-2016). Predict the reactants needed to synthesize the given product. (1) Given the product [Br:15][C:16]1[C:23]([O:24][CH2:25][CH3:26])=[C:22]([CH:27]([Cl:3])[CH3:28])[CH:21]=[C:20]([Cl:30])[C:17]=1[C:18]#[N:19], predict the reactants needed to synthesize it. The reactants are: N1C(Cl)=NC(Cl)=NC=1[Cl:3].CN(C)C=O.[Br:15][C:16]1[C:23]([O:24][CH2:25][CH3:26])=[C:22]([CH:27](O)[CH3:28])[CH:21]=[C:20]([Cl:30])[C:17]=1[C:18]#[N:19].C(Cl)Cl. (2) Given the product [CH3:18][N:19]1[CH2:20][CH2:21][C:22]([C:27]2[CH:28]=[CH:29][C:30]([F:33])=[CH:31][CH:32]=2)([CH2:25][NH:26][C:13]([C:5]2[C:6]3[C:11](=[CH:10][CH:9]=[CH:8][CH:7]=3)[CH:12]=[C:3]([C:1]#[N:2])[C:4]=2[O:16][CH3:17])=[O:15])[CH2:23][CH2:24]1, predict the reactants needed to synthesize it. The reactants are: [C:1]([C:3]1[C:4]([O:16][CH3:17])=[C:5]([C:13]([OH:15])=O)[C:6]2[C:11]([CH:12]=1)=[CH:10][CH:9]=[CH:8][CH:7]=2)#[N:2].[CH3:18][N:19]1[CH2:24][CH2:23][C:22]([C:27]2[CH:32]=[CH:31][C:30]([F:33])=[CH:29][CH:28]=2)([CH2:25][NH2:26])[CH2:21][CH2:20]1.Cl.C(N=C=NCCCN(C)C)C.ON1C2C=CC=CC=2N=N1. (3) Given the product [Cl:21][C:11]1[CH:12]=[C:13]2[C:8](=[C:9]([CH3:22])[CH:10]=1)[N:7]=[C:6]([N:28]1[CH2:29][CH2:30][C:25]([F:31])([F:24])[CH2:26][CH2:27]1)[C:5]([C:3]([OH:2])=[O:4])=[C:14]2[C:15]1[CH:20]=[CH:19][CH:18]=[CH:17][CH:16]=1, predict the reactants needed to synthesize it. The reactants are: C[O:2][C:3]([C:5]1[C:6](Cl)=[N:7][C:8]2[C:13]([C:14]=1[C:15]1[CH:20]=[CH:19][CH:18]=[CH:17][CH:16]=1)=[CH:12][C:11]([Cl:21])=[CH:10][C:9]=2[CH3:22])=[O:4].[F:24][C:25]1([F:31])[CH2:30][CH2:29][NH:28][CH2:27][CH2:26]1. (4) Given the product [CH2:30]([N:27]1[C:22]2=[N:23][C:24]([CH2:25][CH3:26])=[C:19]([CH2:18][NH:17][C:15](=[O:16])[CH2:14][CH2:13][C:12]([NH:11][CH2:10][C:4]3[CH:3]=[C:2]([C:46]4[CH:45]=[CH:44][CH:43]=[C:42]([CH:40]=[O:41])[CH:47]=4)[C:7]([O:8][CH3:9])=[CH:6][CH:5]=3)=[O:39])[C:20]([NH:32][CH:33]3[CH2:38][CH2:37][O:36][CH2:35][CH2:34]3)=[C:21]2[CH:29]=[N:28]1)[CH3:31], predict the reactants needed to synthesize it. The reactants are: Br[C:2]1[CH:3]=[C:4]([CH2:10][NH:11][C:12](=[O:39])[CH2:13][CH2:14][C:15]([NH:17][CH2:18][C:19]2[C:20]([NH:32][CH:33]3[CH2:38][CH2:37][O:36][CH2:35][CH2:34]3)=[C:21]3[CH:29]=[N:28][N:27]([CH2:30][CH3:31])[C:22]3=[N:23][C:24]=2[CH2:25][CH3:26])=[O:16])[CH:5]=[CH:6][C:7]=1[O:8][CH3:9].[CH:40]([C:42]1[CH:43]=[C:44](B(O)O)[CH:45]=[CH:46][CH:47]=1)=[O:41].C(=O)([O-])[O-].[Na+].[Na+]. (5) Given the product [CH2:16]1[C:7]2[C:6](=[CH:11][CH:10]=[CH:9][CH:8]=2)[CH2:17][CH2:15]1, predict the reactants needed to synthesize it. The reactants are: O.ON1[C:7]2[CH:8]=[CH:9][CH:10]=[CH:11][C:6]=2N=N1.C(N(C(C)C)[CH:15]([CH3:17])[CH3:16])C.Cl.CN(C)CCCN=C=NCC.